From a dataset of Reaction yield outcomes from USPTO patents with 853,638 reactions. Predict the reaction yield, written as a fraction of the theoretical maximum amount of product (1.0 means a 100% yield; for example, 0.34 means a 34% yield). (1) The reactants are [F:1][C:2]1[CH:10]=[CH:9][C:5](/[CH:6]=[N:7]\[OH:8])=[CH:4][CH:3]=1.[Cl:11]N1C(=O)CCC1=O. The catalyst is CN(C=O)C. The product is [OH:8]/[N:7]=[C:6](\[Cl:11])/[C:5]1[CH:9]=[CH:10][C:2]([F:1])=[CH:3][CH:4]=1. The yield is 1.00. (2) The reactants are [Br:1][C:2]1[CH:7]=[CH:6][C:5]([NH2:8])=[C:4]([F:9])[CH:3]=1.C[Si]([N-][Si](C)(C)C)(C)C.[Li+].Cl[C:21]1[N:22]([CH3:33])[C:23](=[O:32])[C:24]([CH3:31])=[CH:25][C:26]=1[C:27]([O:29][CH3:30])=[O:28]. The catalyst is C1COCC1. The product is [Br:1][C:2]1[CH:7]=[CH:6][C:5]([NH:8][C:21]2[N:22]([CH3:33])[C:23](=[O:32])[C:24]([CH3:31])=[CH:25][C:26]=2[C:27]([O:29][CH3:30])=[O:28])=[C:4]([F:9])[CH:3]=1. The yield is 0.840. (3) The reactants are [OH:1][C:2]1[CH:10]=[CH:9][C:5]([CH2:6][C:7]#[N:8])=[CH:4][CH:3]=1.[Si:11](Cl)([C:14]([CH3:17])([CH3:16])[CH3:15])([CH3:13])[CH3:12].N1C=CN=C1. The catalyst is CN(C=O)C.CCOCC. The product is [Si:11]([O:1][C:2]1[CH:10]=[CH:9][C:5]([CH2:6][C:7]#[N:8])=[CH:4][CH:3]=1)([C:14]([CH3:17])([CH3:16])[CH3:15])([CH3:13])[CH3:12]. The yield is 0.980. (4) The reactants are [C:1]([O:5][C@@H:6]([C:12]1[C:13]([CH3:41])=[N:14][C:15]2[N:16]([N:30]=[C:31]([C:34]3[CH:39]=[CH:38][CH:37]=[C:36]([Cl:40])[CH:35]=3)[C:32]=2[CH3:33])[C:17]=1[C:18]1[C:19]([CH3:29])=[C:20]2[C:25](=[C:26]([F:28])[CH:27]=1)[O:24][CH2:23][CH2:22][CH2:21]2)[C:7]([O:9]CC)=[O:8])([CH3:4])([CH3:3])[CH3:2].[OH-].[Na+]. The catalyst is CO. The product is [C:1]([O:5][C@@H:6]([C:12]1[C:13]([CH3:41])=[N:14][C:15]2[N:16]([N:30]=[C:31]([C:34]3[CH:39]=[CH:38][CH:37]=[C:36]([Cl:40])[CH:35]=3)[C:32]=2[CH3:33])[C:17]=1[C:18]1[C:19]([CH3:29])=[C:20]2[C:25](=[C:26]([F:28])[CH:27]=1)[O:24][CH2:23][CH2:22][CH2:21]2)[C:7]([OH:9])=[O:8])([CH3:4])([CH3:3])[CH3:2]. The yield is 0.559. (5) The reactants are [Cl:1][C:2]1[CH:3]=[C:4]2[C:8](=[CH:9][CH:10]=1)[N:7]([C:11]([O:13][CH2:14][C:15]1[CH:20]=[CH:19][CH:18]=[CH:17][CH:16]=1)=[O:12])[C:6](=[O:21])[CH2:5]2.[H-].[Na+].Br[CH2:25][CH2:26][N:27]=[C:28]=[O:29].C(OCC)(=O)C. The catalyst is CN(C=O)C. The product is [Cl:1][C:2]1[CH:3]=[C:4]2[C:5]3([CH2:25][CH2:26][NH:27][C:28]3=[O:29])[C:6](=[O:21])[N:7]([C:11]([O:13][CH2:14][C:15]3[CH:16]=[CH:17][CH:18]=[CH:19][CH:20]=3)=[O:12])[C:8]2=[CH:9][CH:10]=1. The yield is 0.570.